This data is from Forward reaction prediction with 1.9M reactions from USPTO patents (1976-2016). The task is: Predict the product of the given reaction. (1) Given the reactants [CH3:1][O:2][CH2:3][C:4]1[N:5]=[C:6]([NH2:9])[S:7][CH:8]=1.[Br:10]N1C(=O)CCC1=O, predict the reaction product. The product is: [Br:10][C:8]1[S:7][C:6]([NH2:9])=[N:5][C:4]=1[CH2:3][O:2][CH3:1]. (2) Given the reactants [CH3:1][C:2]1[CH:3]=[C:4]([CH:24]=[CH:25][CH:26]=1)[CH:5]=[N:6][NH:7][C:8]1[CH:13]=[C:12]([N:14]2[CH2:19][CH2:18][O:17][CH2:16][CH2:15]2)[N:11]=[C:10]([CH2:20][CH2:21][CH2:22][OH:23])[CH:9]=1.[CH3:27][O:28][C:29]1[CH:30]=[C:31]([N:35]=[C:36]=[O:37])[CH:32]=[CH:33][CH:34]=1.CN(C1C=CC=CN=1)C, predict the reaction product. The product is: [CH3:1][C:2]1[CH:3]=[C:4]([CH:24]=[CH:25][CH:26]=1)[CH:5]=[N:6][NH:7][C:8]1[CH:13]=[C:12]([N:14]2[CH2:19][CH2:18][O:17][CH2:16][CH2:15]2)[N:11]=[C:10]([CH2:20][CH2:21][CH2:22][O:23][C:36](=[O:37])[NH:35][C:31]2[CH:32]=[CH:33][CH:34]=[C:29]([O:28][CH3:27])[CH:30]=2)[CH:9]=1. (3) Given the reactants [CH3:1][CH:2]1[CH2:6][CH2:5][CH2:4][N:3]1[CH2:7][CH2:8][CH2:9][N:10]1[CH2:14][CH2:13][N:12]([CH:15]2[CH2:20][CH2:19][NH:18][CH2:17][CH2:16]2)[C:11]1=[C:21]([C:24]#[N:25])[C:22]#[N:23].C(=O)([O-])[O-].[K+].[K+].[CH:32](I)([CH3:34])[CH3:33].O, predict the reaction product. The product is: [CH:32]([N:18]1[CH2:17][CH2:16][CH:15]([N:12]2[CH2:13][CH2:14][N:10]([CH2:9][CH2:8][CH2:7][N:3]3[CH2:4][CH2:5][CH2:6][CH:2]3[CH3:1])[C:11]2=[C:21]([C:22]#[N:23])[C:24]#[N:25])[CH2:20][CH2:19]1)([CH3:34])[CH3:33]. (4) Given the reactants [C:1]([O:5][C:6]([N:8]1[CH2:12][C@H:11]([F:13])[CH2:10][C@H:9]1[C:14]([OH:16])=O)=[O:7])([CH3:4])([CH3:3])[CH3:2].CCN(C(C)C)C(C)C.CN(C(ON1N=NC2C=CC=NC1=2)=[N+](C)C)C.F[P-](F)(F)(F)(F)F.[Cl:50][C:51]1[C:52]([CH2:67][NH2:68])=[CH:53][C:54]([C:57]2[CH:58]=[N:59][C:60]([C:63]([F:66])([F:65])[F:64])=[N:61][CH:62]=2)=[N:55][CH:56]=1, predict the reaction product. The product is: [Cl:50][C:51]1[C:52]([CH2:67][NH:68][C:14]([C@@H:9]2[CH2:10][C@@H:11]([F:13])[CH2:12][N:8]2[C:6]([O:5][C:1]([CH3:2])([CH3:3])[CH3:4])=[O:7])=[O:16])=[CH:53][C:54]([C:57]2[CH:62]=[N:61][C:60]([C:63]([F:65])([F:66])[F:64])=[N:59][CH:58]=2)=[N:55][CH:56]=1. (5) Given the reactants Br[C:2]1[CH:7]=[C:6]([CH:8]2[CH2:13][CH2:12][O:11][CH2:10][CH2:9]2)[N:5]=[C:4]([F:14])[C:3]=1[O:15][CH2:16][O:17][CH3:18].C([Li])CCC.BrC1C=CC(F)=C(C=1)C=O, predict the reaction product. The product is: [F:14][C:4]1[C:3]([O:15][CH2:16][O:17][CH3:18])=[CH:2][CH:7]=[C:6]([CH:8]2[CH2:9][CH2:10][O:11][CH2:12][CH2:13]2)[N:5]=1. (6) Given the reactants Cl[C:2]1[N:3]=[N:4][CH:5]=[C:6]([Cl:9])[C:7]=1[NH2:8].[CH:10]1([NH2:13])[CH2:12][CH2:11]1, predict the reaction product. The product is: [Cl:9][C:6]1[C:7]([NH2:8])=[C:2]([NH:13][CH:10]2[CH2:12][CH2:11]2)[N:3]=[N:4][CH:5]=1.